This data is from Reaction yield outcomes from USPTO patents with 853,638 reactions. The task is: Predict the reaction yield, written as a fraction of the theoretical maximum amount of product (1.0 means a 100% yield; for example, 0.34 means a 34% yield). (1) The catalyst is [Pd].C(O)C. The yield is 0.810. The product is [NH2:3][C:6]1[CH:7]=[C:8]2[C:12](=[CH:13][CH:14]=1)[NH:11][CH:10]=[CH:9]2. The reactants are NN.[N+:3]([C:6]1[CH:7]=[C:8]2[C:12](=[CH:13][CH:14]=1)[NH:11][CH:10]=[CH:9]2)([O-])=O. (2) The reactants are C([O:8][C:9](=[O:39])[C:10]([O:13][C:14]1[CH:19]=[CH:18][CH:17]=[C:16]([CH:20]2[CH2:25][CH2:24][CH2:23][N:22]([C:26](=[O:38])[CH:27]=[CH:28][C:29]3[CH:34]=[CH:33][C:32]([CH:35]([CH3:37])[CH3:36])=[CH:31][CH:30]=3)[CH2:21]2)[CH:15]=1)([CH3:12])[CH3:11])C1C=CC=CC=1. The catalyst is [Pd].CO. The product is [CH:35]([C:32]1[CH:31]=[CH:30][C:29]([CH2:28][CH2:27][C:26]([N:22]2[CH2:23][CH2:24][CH2:25][CH:20]([C:16]3[CH:15]=[C:14]([CH:19]=[CH:18][CH:17]=3)[O:13][C:10]([CH3:11])([CH3:12])[C:9]([OH:39])=[O:8])[CH2:21]2)=[O:38])=[CH:34][CH:33]=1)([CH3:37])[CH3:36]. The yield is 0.990. (3) The reactants are Cl[C:2]1[C:7]([C:8]#[N:9])=[C:6]([NH:10][CH3:11])[C:5]([N+:12]([O-:14])=[O:13])=[CH:4][CH:3]=1.[NH3:15]. The catalyst is C(O)C. The product is [NH2:15][C:2]1[C:7]([C:8]#[N:9])=[C:6]([NH:10][CH3:11])[C:5]([N+:12]([O-:14])=[O:13])=[CH:4][CH:3]=1. The yield is 0.950. (4) The reactants are Cl.[CH:2]([C:5]1[N:9]([CH3:10])[C:8]2[CH:11]=[CH:12][C:13]([C:15]([OH:17])=[O:16])=[CH:14][C:7]=2[N:6]=1)([CH3:4])[CH3:3].Cl.[CH3:19]O. No catalyst specified. The product is [CH:2]([C:5]1[N:9]([CH3:10])[C:8]2[CH:11]=[CH:12][C:13]([C:15]([O:17][CH3:19])=[O:16])=[CH:14][C:7]=2[N:6]=1)([CH3:4])[CH3:3]. The yield is 0.366. (5) The reactants are C([O:3][C:4]([C:6]1[C:7]([CH3:26])=[N:8][N:9]2[C:14]([O:15][CH2:16][C:17]3[C:22]([F:23])=[CH:21][CH:20]=[CH:19][C:18]=3[Cl:24])=[CH:13][C:12]([CH3:25])=[CH:11][C:10]=12)=[O:5])C.[OH-].[Na+].CS(C)=O. The catalyst is O1CCOCC1. The product is [Cl:24][C:18]1[CH:19]=[CH:20][CH:21]=[C:22]([F:23])[C:17]=1[CH2:16][O:15][C:14]1[N:9]2[N:8]=[C:7]([CH3:26])[C:6]([C:4]([OH:5])=[O:3])=[C:10]2[CH:11]=[C:12]([CH3:25])[CH:13]=1. The yield is 0.270. (6) The reactants are [CH3:1][C:2]([O:13][CH2:14][C@H:15]1[CH2:17][O:16]1)([CH3:12])[CH2:3][N:4]1[CH:8]=[CH:7][C:6]([N+:9]([O-])=O)=[N:5]1.C(OCC)(=O)C.[H][H]. The catalyst is C(O)C. The product is [CH3:12][C:2]([O:13][CH2:14][C@H:15]1[CH2:17][O:16]1)([CH3:1])[CH2:3][N:4]1[CH:8]=[CH:7][C:6]([NH2:9])=[N:5]1. The yield is 1.00.